This data is from Peptide-MHC class I binding affinity with 185,985 pairs from IEDB/IMGT. The task is: Regression. Given a peptide amino acid sequence and an MHC pseudo amino acid sequence, predict their binding affinity value. This is MHC class I binding data. The peptide sequence is KGLKNDKHWV. The MHC is H-2-Db with pseudo-sequence H-2-Db. The binding affinity (normalized) is 0.298.